This data is from NCI-60 drug combinations with 297,098 pairs across 59 cell lines. The task is: Regression. Given two drug SMILES strings and cell line genomic features, predict the synergy score measuring deviation from expected non-interaction effect. (1) Drug 1: C1=CC(=CC=C1CCC2=CNC3=C2C(=O)NC(=N3)N)C(=O)NC(CCC(=O)O)C(=O)O. Drug 2: C1=NNC2=C1C(=O)NC=N2. Cell line: T-47D. Synergy scores: CSS=4.83, Synergy_ZIP=0.476, Synergy_Bliss=3.92, Synergy_Loewe=0.512, Synergy_HSA=2.96. (2) Drug 1: CC1=CC2C(CCC3(C2CCC3(C(=O)C)OC(=O)C)C)C4(C1=CC(=O)CC4)C. Drug 2: CC1CCC2CC(C(=CC=CC=CC(CC(C(=O)C(C(C(=CC(C(=O)CC(OC(=O)C3CCCCN3C(=O)C(=O)C1(O2)O)C(C)CC4CCC(C(C4)OC)O)C)C)O)OC)C)C)C)OC. Cell line: OVCAR-5. Synergy scores: CSS=12.6, Synergy_ZIP=-1.85, Synergy_Bliss=-0.388, Synergy_Loewe=-17.5, Synergy_HSA=-3.38. (3) Drug 1: CC1C(C(=O)NC(C(=O)N2CCCC2C(=O)N(CC(=O)N(C(C(=O)O1)C(C)C)C)C)C(C)C)NC(=O)C3=C4C(=C(C=C3)C)OC5=C(C(=O)C(=C(C5=N4)C(=O)NC6C(OC(=O)C(N(C(=O)CN(C(=O)C7CCCN7C(=O)C(NC6=O)C(C)C)C)C)C(C)C)C)N)C. Drug 2: C1CC(C1)(C(=O)O)C(=O)O.[NH2-].[NH2-].[Pt+2]. Cell line: SR. Synergy scores: CSS=50.8, Synergy_ZIP=1.94, Synergy_Bliss=2.96, Synergy_Loewe=-8.83, Synergy_HSA=2.33.